This data is from Reaction yield outcomes from USPTO patents with 853,638 reactions. The task is: Predict the reaction yield, written as a fraction of the theoretical maximum amount of product (1.0 means a 100% yield; for example, 0.34 means a 34% yield). (1) The reactants are C([O:5][CH:6]([O:10][C:11]([CH3:14])([CH3:13])[CH3:12])N(C)C)(C)(C)C.[C:15]([O:26][CH3:27])(=[O:25])[C:16]1[CH:24]=[CH:23][CH:22]=[C:18](C([O-])=O)[CH:17]=1.C(OCC)(=O)C. The catalyst is C1(C)C=CC=CC=1.C(=O)([O-])[O-].[Na+].[Na+]. The product is [C:18]1([C:6]([O:10][C:11]([CH3:12])([CH3:13])[CH3:14])=[O:5])[CH:22]=[CH:23][CH:24]=[C:16]([C:15]([O:26][CH3:27])=[O:25])[CH:17]=1. The yield is 0.190. (2) The reactants are [CH3:1][N:2]([CH2:10][C:11]1[CH:16]=[CH:15][CH:14]=[CH:13][CH:12]=1)[C:3]1([C:8]#[N:9])[CH2:7][CH2:6][CH2:5][CH2:4]1.[C:17]1([Li])[CH:22]=[CH:21][CH:20]=[CH:19][CH:18]=1.C(OCCCC)CCC.[BH4-].[Na+].NC(C1C=CC=CC=1)C1(N(C)C)CCCC1. The catalyst is C1COCC1.CO. The product is [NH2:9][CH:8]([C:17]1[CH:22]=[CH:21][CH:20]=[CH:19][CH:18]=1)[C:3]1([N:2]([CH3:1])[CH2:10][C:11]2[CH:12]=[CH:13][CH:14]=[CH:15][CH:16]=2)[CH2:7][CH2:6][CH2:5][CH2:4]1. The yield is 0.470. (3) The reactants are [Br:1][C:2]1[CH:7]=[CH:6][C:5]([N+:8]([O-:10])=[O:9])=[C:4](F)[CH:3]=1.[NH2:12][CH2:13][CH2:14][NH:15][C:16](=[O:22])[O:17][C:18]([CH3:21])([CH3:20])[CH3:19].C(N(CC)CC)C. The catalyst is CN(C)C(=O)C. The product is [Br:1][C:2]1[CH:7]=[CH:6][C:5]([N+:8]([O-:10])=[O:9])=[C:4]([NH:12][CH2:13][CH2:14][NH:15][C:16](=[O:22])[O:17][C:18]([CH3:20])([CH3:19])[CH3:21])[CH:3]=1. The yield is 0.630.